From a dataset of Forward reaction prediction with 1.9M reactions from USPTO patents (1976-2016). Predict the product of the given reaction. The product is: [I:1][C:2]1[C:10]2[N:9]=[C:8]([C:11]3[CH:12]=[CH:13][C:14]([CH:17]([CH3:19])[CH3:18])=[CH:15][CH:16]=3)[N:7]([CH2:20][CH2:21][O:22][CH3:23])[C:6]=2[C:5]([O:24][CH3:25])=[CH:4][C:3]=1[CH:26]([C:31]1[CH:32]=[CH:33][CH:34]=[CH:35][C:30]=1[O:29][CH3:28])[OH:27]. Given the reactants [I:1][C:2]1[C:10]2[N:9]=[C:8]([C:11]3[CH:16]=[CH:15][C:14]([CH:17]([CH3:19])[CH3:18])=[CH:13][CH:12]=3)[N:7]([CH2:20][CH2:21][O:22][CH3:23])[C:6]=2[C:5]([O:24][CH3:25])=[CH:4][C:3]=1[CH:26]=[O:27].[CH3:28][O:29][C:30]1[CH:35]=[CH:34][CH:33]=[CH:32][C:31]=1[Mg]Br, predict the reaction product.